This data is from Full USPTO retrosynthesis dataset with 1.9M reactions from patents (1976-2016). The task is: Predict the reactants needed to synthesize the given product. (1) The reactants are: [F:1][C:2]1[CH:7]=[CH:6][C:5]([OH:8])=[CH:4][C:3]=1[CH3:9].C(N(CC)CC)C.[CH3:17][S:18](Cl)(=[O:20])=[O:19].CCOC(C)=O. Given the product [F:1][C:2]1[CH:7]=[CH:6][C:5]([O:8][S:18]([CH3:17])(=[O:20])=[O:19])=[CH:4][C:3]=1[CH3:9], predict the reactants needed to synthesize it. (2) Given the product [CH3:13][O:12][C:1](=[O:11])[C:2]1[CH:10]=[CH:9][C:7]([O:8][CH2:20][C:17]2[CH:18]=[CH:19][N:14]=[CH:15][CH:16]=2)=[C:4]([O:5][CH3:6])[CH:3]=1, predict the reactants needed to synthesize it. The reactants are: [C:1]([O:12][CH3:13])(=[O:11])[C:2]1[CH:10]=[CH:9][C:7]([OH:8])=[C:4]([O:5][CH3:6])[CH:3]=1.[N:14]1[CH:19]=[CH:18][C:17]([CH2:20]O)=[CH:16][CH:15]=1.C1(P(C2C=CC=CC=2)C2C=CC=CC=2)C=CC=CC=1.N(C(OCC)=O)=NC(OCC)=O. (3) Given the product [CH3:20][C@@H:19]([NH2:18])[C:21]1[CH:26]=[CH:25][CH:24]=[CH:23][CH:22]=1.[F:29][C:30]1([F:46])[CH2:35][CH2:34][CH2:33][C@@H:32]([NH:36][C@@H:37]([C:39]2[CH:40]=[CH:41][CH:42]=[CH:43][CH:44]=2)[CH3:38])[C@@H:31]1[OH:45].[F:11][C:12]1([F:28])[CH2:17][CH2:16][CH2:15][C@H:14]([NH:18][C@@H:19]([C:21]2[CH:22]=[CH:23][CH:24]=[CH:25][CH:26]=2)[CH3:20])[C@H:13]1[OH:27], predict the reactants needed to synthesize it. The reactants are: C[Al](C)C.CCCCCC.[F:11][C:12]1([F:28])[CH2:17][CH2:16][CH2:15][C@@H:14]([NH:18][C@@H:19]([C:21]2[CH:26]=[CH:25][CH:24]=[CH:23][CH:22]=2)[CH3:20])[C@@H:13]1[OH:27].[F:29][C:30]1([F:46])[CH2:35][CH2:34][CH2:33][C@H:32]([NH:36][C@@H:37]([C:39]2[CH:44]=[CH:43][CH:42]=[CH:41][CH:40]=2)[CH3:38])[C@H:31]1[OH:45].[F-].[Na+]. (4) Given the product [C:5]1([CH3:33])[CH:4]=[CH:3][CH:2]=[C:1]([NH:7][C:8]([NH:10][C:11]2[CH:12]=[C:13]([C:17]3[CH:31]=[CH:30][C:20]4[N:21]=[C:22]([NH:24][C:25]([NH:27][CH2:28][CH3:29])=[O:26])[S:23][C:19]=4[CH:18]=3)[CH:14]=[CH:15][CH:16]=2)=[O:9])[CH:6]=1, predict the reactants needed to synthesize it. The reactants are: [C:1]1([NH:7][C:8]([NH:10][C:11]2[CH:12]=[C:13]([C:17]3[CH:31]=[CH:30][C:20]4[N:21]=[C:22]([NH:24][C:25]([NH:27][CH2:28][CH3:29])=[O:26])[S:23][C:19]=4[CH:18]=3)[CH:14]=[CH:15][CH:16]=2)=[O:9])[CH:6]=[CH:5][CH:4]=[CH:3][CH:2]=1.N[C:33]1C=C(C2C=CC3N=C(NC(NCC)=O)SC=3C=2)C=CC=1.C(N(CC)CC)C.C1(C)C=CC=C(N=C=O)C=1.